Dataset: Forward reaction prediction with 1.9M reactions from USPTO patents (1976-2016). Task: Predict the product of the given reaction. (1) Given the reactants [H-].[Na+].[F:3][C:4]1[C:5]([CH2:16][N:17]([CH3:25])[C:18](=[O:24])[O:19][C:20]([CH3:23])([CH3:22])[CH3:21])=[CH:6][NH:7][C:8]=1[C:9]1[C:10]([F:15])=[N:11][CH:12]=[CH:13][CH:14]=1.C1OCCOCCOCCOCCOC1.[CH3:41][O:42][C:43]1[CH:44]=[CH:45][C:46]([S:49](Cl)(=[O:51])=[O:50])=[N:47][CH:48]=1, predict the reaction product. The product is: [F:3][C:4]1[C:5]([CH2:16][N:17]([CH3:25])[C:18](=[O:24])[O:19][C:20]([CH3:21])([CH3:22])[CH3:23])=[CH:6][N:7]([S:49]([C:46]2[CH:45]=[CH:44][C:43]([O:42][CH3:41])=[CH:48][N:47]=2)(=[O:50])=[O:51])[C:8]=1[C:9]1[C:10]([F:15])=[N:11][CH:12]=[CH:13][CH:14]=1. (2) Given the reactants FC1C=C2C(=C(S(C)(=O)=O)C=1)NC1C(CC(OCC)=O)CCCC2=1.[Cl:25][C:26]1[CH:31]=[CH:30][C:29]([C@@H:32]([N:34]2[C:46]3[C@@H:45]([CH2:47][C:48]([O:50]CC)=[O:49])[CH2:44][CH2:43][CH2:42][C:41]=3[C:40]3[C:35]2=[C:36]([S:54]([CH3:57])(=[O:56])=[O:55])[CH:37]=[C:38]([F:53])[CH:39]=3)[CH3:33])=[CH:28][CH:27]=1.ClC1C=CC([C@@H](N2C3[C@H](CC(OCC)=O)CCCC=3C3C2=C(S(C)(=O)=O)C=C(F)C=3)C)=CC=1, predict the reaction product. The product is: [Cl:25][C:26]1[CH:27]=[CH:28][C:29]([C@@H:32]([N:34]2[C:46]3[C@@H:45]([CH2:47][C:48]([OH:50])=[O:49])[CH2:44][CH2:43][CH2:42][C:41]=3[C:40]3[C:35]2=[C:36]([S:54]([CH3:57])(=[O:55])=[O:56])[CH:37]=[C:38]([F:53])[CH:39]=3)[CH3:33])=[CH:30][CH:31]=1. (3) Given the reactants [CH3:1][C:2]1[CH:3]=[C:4]([CH:6]=[C:7]([CH3:24])[C:8]=1[O:9][CH2:10][CH2:11][CH2:12][O:13][C:14]1[CH:19]=[CH:18][C:17]([C:20]([F:23])([F:22])[F:21])=[CH:16][CH:15]=1)[NH2:5].[CH3:25][CH:26]([C:31](=O)[CH2:32][CH3:33])[C:27](OC)=[O:28].C1(C)C=CC(S(O)(=O)=O)=CC=1.O.C(=O)(O)[O-].[Na+], predict the reaction product. The product is: [CH2:32]([C:31]1[C:26]([CH3:25])=[C:27]([OH:28])[C:6]2[C:4](=[CH:3][C:2]([CH3:1])=[C:8]([O:9][CH2:10][CH2:11][CH2:12][O:13][C:14]3[CH:19]=[CH:18][C:17]([C:20]([F:22])([F:21])[F:23])=[CH:16][CH:15]=3)[C:7]=2[CH3:24])[N:5]=1)[CH3:33]. (4) Given the reactants C[O:2][C:3]([C@@H:5]1[CH2:9][C@@H:8]([S:10]([C:13]2[CH:18]=[CH:17][C:16]([F:19])=[CH:15][C:14]=2[C:20]([F:23])([F:22])[F:21])(=[O:12])=[O:11])[CH2:7][N:6]1[C:24]1[N:25]([CH:30]2[CH2:35][CH2:34][O:33][CH2:32][CH2:31]2)[N:26]=[C:27]([CH3:29])[CH:28]=1)=[O:4].[OH-].[Li+], predict the reaction product. The product is: [F:19][C:16]1[CH:17]=[CH:18][C:13]([S:10]([C@H:8]2[CH2:7][N:6]([C:24]3[N:25]([CH:30]4[CH2:31][CH2:32][O:33][CH2:34][CH2:35]4)[N:26]=[C:27]([CH3:29])[CH:28]=3)[C@H:5]([C:3]([OH:4])=[O:2])[CH2:9]2)(=[O:11])=[O:12])=[C:14]([C:20]([F:22])([F:21])[F:23])[CH:15]=1.